Dataset: Full USPTO retrosynthesis dataset with 1.9M reactions from patents (1976-2016). Task: Predict the reactants needed to synthesize the given product. (1) Given the product [CH3:7][S:5]([CH3:8])(=[O:6])=[CH2:4].[Cl:13][C:14]1[CH:15]=[CH:16][C:17]([C@@H:18]2[C@:19]3([C:27]4[C:22](=[CH:23][CH:24]=[CH:25][CH:26]=4)[NH:21][C:20]3=[O:28])[CH2:9]2)=[CH:29][CH:30]=1, predict the reactants needed to synthesize it. The reactants are: [H-].[Na+].[I-].[CH3:4][S+:5]([CH3:8])([CH3:7])=[O:6].[CH3:9]S(C)=O.[Cl:13][C:14]1[CH:30]=[CH:29][C:17](/[CH:18]=[C:19]2\[C:20](=[O:28])[NH:21][C:22]3[C:27]\2=[CH:26][CH:25]=[CH:24][CH:23]=3)=[CH:16][CH:15]=1. (2) The reactants are: [N-]1C=CCC1=O.[CH3:7][CH:8]([NH:10][CH2:11][CH:12]([OH:25])[CH2:13][O:14][C:15]1[CH:16]=[CH:17][CH:18]=[C:19]2[CH:24]=[CH:23][CH:22]=[CH:21][C:20]=12)[CH3:9].Cl. Given the product [CH3:9][CH:8]([NH:10][CH2:11][CH:12]([OH:25])[CH2:13][O:14][C:15]1[CH:16]=[CH:17][CH:18]=[C:19]2[CH:24]=[CH:23][CH:22]=[CH:21][C:20]=12)[CH3:7], predict the reactants needed to synthesize it.